From a dataset of Full USPTO retrosynthesis dataset with 1.9M reactions from patents (1976-2016). Predict the reactants needed to synthesize the given product. Given the product [ClH:26].[CH:1]1([N:6]2[CH2:7][CH2:8][CH:9]([CH2:12][CH2:13][C:14]3[N:15]=[C:24]([C:23]4[CH:27]=[CH:28][C:20]([C:18]#[N:19])=[CH:21][CH:22]=4)[O:17][N:16]=3)[CH2:10][CH2:11]2)[CH2:2][CH2:3][CH2:4][CH2:5]1, predict the reactants needed to synthesize it. The reactants are: [CH:1]1([N:6]2[CH2:11][CH2:10][CH:9]([CH2:12][CH2:13][C:14]([NH:16][OH:17])=[NH:15])[CH2:8][CH2:7]2)[CH2:5][CH2:4][CH2:3][CH2:2]1.[C:18]([C:20]1[CH:28]=[CH:27][C:23]([C:24]([Cl:26])=O)=[CH:22][CH:21]=1)#[N:19].